From a dataset of Blood-brain barrier permeability classification from the B3DB database. Regression/Classification. Given a drug SMILES string, predict its absorption, distribution, metabolism, or excretion properties. Task type varies by dataset: regression for continuous measurements (e.g., permeability, clearance, half-life) or binary classification for categorical outcomes (e.g., BBB penetration, CYP inhibition). Dataset: b3db_classification. (1) The compound is CCCCCCCNC(=O)Oc1ccc2c(c1)[C@]1(C)CCN(C)[C@@H]1N2C. The result is 1 (penetrates BBB). (2) The molecule is CC(=O)Nc1ccc([C@H](O)CNC(C)C)cc1. The result is 1 (penetrates BBB). (3) The drug is CC(C)CC1NC(=O)C(CCCN)NC(=O)C(C(C)C)NC(=O)C2CCCN2C(=O)C(Cc2ccccc2)NC(=O)C(CC(C)C)NC(=O)C(CCCN)NC(=O)C(C(C)C)NC(=O)C2CCCN2C(=O)C(Cc2ccccc2)NC1=O. The result is 0 (does not penetrate BBB). (4) The compound is COc1ccc2c(c1OC)C(=O)O[C@@H]2[C@@H]1c2c(cc3c(c2OC)OCO3)CCN1C. The result is 1 (penetrates BBB). (5) The molecule is CCc1cc2c(s1)-n1c(C)nnc1CN=C2c1ccccc1Cl. The result is 1 (penetrates BBB). (6) The result is 0 (does not penetrate BBB). The compound is CN(C)CCn1nnnc1SCC1=C(C(=O)O)N2C(=O)[C@@H](NC(=O)Cc3csc(N)n3)[C@@H]2SC1. (7) The molecule is CC(=O)OCC(=O)[C@@]12OC(C)(C)O[C@@H]1CC1C3C[C@H](F)C4=CC(=O)C=CC4(C)[C@H]3C(O)CC12C. The result is 1 (penetrates BBB). (8) The result is 1 (penetrates BBB). The drug is CNC[C@H](O)CC12CCC(c3ccccc31)c1ccccc12. (9) The molecule is COCCCC(=O)OC(C)OC(=O)C1=C(COC(N)=O)CS[C@@H]2[C@H](NC(=O)/C(=N/OC)c3ccco3)C(=O)N12. The result is 0 (does not penetrate BBB). (10) The result is 0 (does not penetrate BBB). The drug is O=C(O)CCC(=O)c1ccc(-c2ccccc2)cc1.